From a dataset of Peptide-MHC class I binding affinity with 185,985 pairs from IEDB/IMGT. Regression. Given a peptide amino acid sequence and an MHC pseudo amino acid sequence, predict their binding affinity value. This is MHC class I binding data. (1) The peptide sequence is RTWAYHGSY. The MHC is HLA-B15:01 with pseudo-sequence HLA-B15:01. The binding affinity (normalized) is 0.789. (2) The peptide sequence is IMDASSFTL. The MHC is HLA-A03:01 with pseudo-sequence HLA-A03:01. The binding affinity (normalized) is 0.0847. (3) The peptide sequence is LLVLCVTQV. The MHC is HLA-A02:17 with pseudo-sequence HLA-A02:17. The binding affinity (normalized) is 0.213. (4) The peptide sequence is VSILASSLLR. The MHC is HLA-A68:01 with pseudo-sequence HLA-A68:01. The binding affinity (normalized) is 0.432. (5) The binding affinity (normalized) is 0.0847. The MHC is HLA-A69:01 with pseudo-sequence HLA-A69:01. The peptide sequence is KKSAFYQSY. (6) The peptide sequence is LPYPVLLKI. The MHC is HLA-A68:02 with pseudo-sequence HLA-A68:02. The binding affinity (normalized) is 0.0847. (7) The peptide sequence is KEDYQIGGY. The MHC is HLA-A01:01 with pseudo-sequence HLA-A01:01. The binding affinity (normalized) is 0.